Dataset: Full USPTO retrosynthesis dataset with 1.9M reactions from patents (1976-2016). Task: Predict the reactants needed to synthesize the given product. (1) Given the product [CH3:10][S:11]([N:3]1[CH2:8][CH2:7][C:6](=[O:9])[CH2:5][CH2:4]1)(=[O:13])=[O:12], predict the reactants needed to synthesize it. The reactants are: Cl.O.[NH:3]1[CH2:8][CH2:7][C:6](=[O:9])[CH2:5][CH2:4]1.[CH3:10][S:11](Cl)(=[O:13])=[O:12].[OH-].[Na+]. (2) Given the product [F:1][CH:2]([F:19])[CH2:3][O:18][C:13]1[CH:14]=[N:15][CH:16]=[CH:17][C:12]=1[C:10]1[O:9][C:6]2[C:5]([N:11]=1)=[CH:4][C:3]([C:2]([F:19])([F:1])[F:20])=[CH:8][N:7]=2, predict the reactants needed to synthesize it. The reactants are: [F:1][C:2]([F:20])([F:19])[C:3]1[CH:4]=[C:5]2[N:11]=[C:10]([C:12]3[CH:17]=[CH:16][N:15]=[CH:14][C:13]=3[OH:18])[O:9][C:6]2=[N:7][CH:8]=1.C(=O)([O-])[O-].[K+].[K+].CN(C=O)C.